Dataset: Forward reaction prediction with 1.9M reactions from USPTO patents (1976-2016). Task: Predict the product of the given reaction. Given the reactants [F:1][C:2]([F:12])([F:11])[C:3]1[CH:8]=[CH:7][C:6]([CH2:9][NH2:10])=[CH:5][CH:4]=1.[O:13]=[C:14]1[C:18]([C:25]2[CH:30]=[CH:29][CH:28]=[CH:27][CH:26]=2)([C:19]2[CH:24]=[CH:23][CH:22]=[CH:21][CH:20]=2)[CH2:17][CH2:16][N:15]1[CH2:31][C:32](O)=[O:33].Cl.C(N=C=NCCCN(C)C)C, predict the reaction product. The product is: [O:13]=[C:14]1[C:18]([C:25]2[CH:26]=[CH:27][CH:28]=[CH:29][CH:30]=2)([C:19]2[CH:24]=[CH:23][CH:22]=[CH:21][CH:20]=2)[CH2:17][CH2:16][N:15]1[CH2:31][C:32]([NH:10][CH2:9][C:6]1[CH:5]=[CH:4][C:3]([C:2]([F:11])([F:12])[F:1])=[CH:8][CH:7]=1)=[O:33].